Dataset: Forward reaction prediction with 1.9M reactions from USPTO patents (1976-2016). Task: Predict the product of the given reaction. (1) Given the reactants [CH:1]1([N:7]2[C:11]3[CH:12]=[CH:13][C:14]([C:16]([OH:18])=[O:17])=[CH:15][C:10]=3[N:9]=[C:8]2[C:19]2[CH:20]=[C:21]3[C:26](=[CH:27][CH:28]=2)[N:25]=C(C2C=CC=CC=2)C(C2C=CC=CC=2)=[N:22]3)[CH2:6][CH2:5][CH2:4][CH2:3][CH2:2]1.[CH3:41][O:42][C:43]1[CH:48]=[CH:47][C:46]([C:49]([C:51]([C:53]2[CH:58]=[CH:57][C:56]([O:59][CH3:60])=[CH:55][CH:54]=2)=O)=O)=[CH:45][CH:44]=1, predict the reaction product. The product is: [CH3:41][O:42][C:43]1[CH:48]=[CH:47][C:46]([C:49]2[C:51]([C:53]3[CH:58]=[CH:57][C:56]([O:59][CH3:60])=[CH:55][CH:54]=3)=[N:22][C:21]3[C:26](=[CH:27][CH:28]=[C:19]([C:8]4[N:7]([CH:1]5[CH2:2][CH2:3][CH2:4][CH2:5][CH2:6]5)[C:11]5[CH:12]=[CH:13][C:14]([C:16]([OH:18])=[O:17])=[CH:15][C:10]=5[N:9]=4)[CH:20]=3)[N:25]=2)=[CH:45][CH:44]=1. (2) The product is: [BrH:18].[C@@H:1]1([N:10]2[CH:17]=[N:16][C:14]([NH2:15])=[N:13][C:11]2=[O:12])[O:9][C@H:6]([CH2:7][OH:8])[C@@H:4]([OH:5])[C@H:2]1[OH:3]. Given the reactants [C@@H:1]1([N:10]2[CH:17]=[N:16][C:14]([NH2:15])=[N:13][C:11]2=[O:12])[O:9][C@H:6]([CH2:7][OH:8])[C@@H:4]([OH:5])[C@H:2]1[OH:3].[BrH:18].C(O)(=O)C, predict the reaction product. (3) Given the reactants Cl[CH2:2][C:3]1[CH:4]=[C:5]([CH:26]=[CH:27][N:28]=1)[C:6]([NH:8][C:9]1[S:10][C:11]2[C:17]([CH:18]3[CH2:23][O:22][CH2:21][CH2:20][O:19]3)=[CH:16][CH:15]=[C:14]([O:24][CH3:25])[C:12]=2[N:13]=1)=[O:7].C(=O)([O-])[O-].[Cs+].[Cs+].[NH:35]1[CH2:39][CH2:38][CH2:37][CH2:36]1, predict the reaction product. The product is: [O:19]1[CH2:20][CH2:21][O:22][CH2:23][CH:18]1[C:17]1[C:11]2[S:10][C:9]([NH:8][C:6](=[O:7])[C:5]3[CH:26]=[CH:27][N:28]=[C:3]([CH2:2][N:35]4[CH2:39][CH2:38][CH2:37][CH2:36]4)[CH:4]=3)=[N:13][C:12]=2[C:14]([O:24][CH3:25])=[CH:15][CH:16]=1. (4) Given the reactants [O:1]=[C:2]1[CH2:7][CH2:6][N:5]([C:8]([O:10][C:11]([CH3:14])([CH3:13])[CH3:12])=[O:9])[CH2:4][CH2:3]1.C(N(CC)CC)C.FC(F)(F)S(O[Si:28]([CH3:31])([CH3:30])[CH3:29])(=O)=O, predict the reaction product. The product is: [CH3:29][Si:28]([CH3:31])([CH3:30])[O:1][C:2]1[CH2:3][CH2:4][N:5]([C:8]([O:10][C:11]([CH3:14])([CH3:13])[CH3:12])=[O:9])[CH2:6][CH:7]=1. (5) Given the reactants [C:1]1([C:7]#[C:8][N:9]2[C:17]3[C:12](=[CH:13][CH:14]=[CH:15][CH:16]=3)[C:11]([CH:18]=O)=[CH:10]2)[CH:6]=[CH:5][CH:4]=[CH:3][CH:2]=1.[Cl:20][C:21]1[CH:26]=[CH:25][C:24]([S:27]([CH2:30][C:31]#[N:32])(=[O:29])=[O:28])=[CH:23][CH:22]=1, predict the reaction product. The product is: [Cl:20][C:21]1[CH:22]=[CH:23][C:24]([S:27]([C:30](=[CH:18][C:11]2[C:12]3[C:17](=[CH:16][CH:15]=[CH:14][CH:13]=3)[N:9]([C:8]#[C:7][C:1]3[CH:6]=[CH:5][CH:4]=[CH:3][CH:2]=3)[CH:10]=2)[C:31]#[N:32])(=[O:28])=[O:29])=[CH:25][CH:26]=1. (6) Given the reactants [CH3:1][O:2][C:3]1[CH:22]=[CH:21][C:6]([CH2:7][C@@H:8]2[C:12]3=[N:13][C:14]4[CH:19]=[CH:18][CH:17]=[CH:16][C:15]=4[N:11]3[C:10](=[O:20])[NH:9]2)=[CH:5][CH:4]=1.[NH2:23][C@@H:24]([CH2:27][C:28]1[CH:33]=[CH:32][CH:31]=[CH:30][CH:29]=1)[CH2:25][OH:26].C(O)(C(F)(F)F)=O, predict the reaction product. The product is: [NH:11]1[C:15]2[CH:16]=[CH:17][CH:18]=[CH:19][C:14]=2[N:13]=[C:12]1[C@H:8]([NH:9][C:10]([NH:23][C@@H:24]([CH2:27][C:28]1[CH:33]=[CH:32][CH:31]=[CH:30][CH:29]=1)[CH2:25][OH:26])=[O:20])[CH2:7][C:6]1[CH:5]=[CH:4][C:3]([O:2][CH3:1])=[CH:22][CH:21]=1.